From a dataset of Forward reaction prediction with 1.9M reactions from USPTO patents (1976-2016). Predict the product of the given reaction. (1) Given the reactants Cl[C:2]1[N:7]=[C:6]([O:8][C:9]2[CH:35]=[CH:34][C:33]([F:36])=[CH:32][C:10]=2[CH2:11][NH:12][C:13]([NH:15][C:16]2[N:20]([C:21]3[CH:26]=[CH:25][C:24]([CH3:27])=[CH:23][CH:22]=3)[N:19]=[C:18]([C:28]([CH3:31])([CH3:30])[CH3:29])[CH:17]=2)=[O:14])[CH:5]=[CH:4][N:3]=1.[C:37](=[O:40])([O-])[O-].[Na+].[Na+], predict the reaction product. The product is: [O:40]1[CH2:37][CH2:2][N:3]([C:2]2[N:7]=[C:6]([O:8][C:9]3[CH:35]=[CH:34][C:33]([F:36])=[CH:32][C:10]=3[CH2:11][NH:12][C:13]([NH:15][C:16]3[N:20]([C:21]4[CH:22]=[CH:23][C:24]([CH3:27])=[CH:25][CH:26]=4)[N:19]=[C:18]([C:28]([CH3:30])([CH3:29])[CH3:31])[CH:17]=3)=[O:14])[CH:5]=[CH:4][N:3]=2)[CH2:4][CH2:5]1. (2) Given the reactants [Cl:1][C:2]1[CH:3]=[C:4]([CH:6]=[C:7]([Cl:9])[CH:8]=1)[NH2:5].[CH2:10]([C:12](=O)[C:13]([O-:15])=[O:14])[CH3:11].[CH3:17][C:18]1[CH:25]=[CH:24][CH:23]=[CH:22][C:19]=1C=C.F[C:27](F)(F)[C:28](O)=O, predict the reaction product. The product is: [CH2:27]([O:15][C:13]([CH:12]1[CH2:10][CH:11]([C:19]2[CH:22]=[CH:23][CH:24]=[CH:25][C:18]=2[CH3:17])[C:3]2[C:4](=[CH:6][C:7]([Cl:9])=[CH:8][C:2]=2[Cl:1])[NH:5]1)=[O:14])[CH3:28].